Predict the reactants needed to synthesize the given product. From a dataset of Full USPTO retrosynthesis dataset with 1.9M reactions from patents (1976-2016). (1) Given the product [NH2:18][C:10](=[O:11])[C:9]([NH:8][C:6](=[O:7])[C:5]1[CH:15]=[CH:16][C:2]([Br:1])=[CH:3][CH:4]=1)([CH3:14])[CH3:13], predict the reactants needed to synthesize it. The reactants are: [Br:1][C:2]1[CH:16]=[CH:15][C:5]([C:6]([NH:8][C:9]([CH3:14])([CH3:13])[C:10]([O-])=[O:11])=[O:7])=[CH:4][CH:3]=1.[OH-].[NH4+:18]. (2) Given the product [F:28][C:25]1[CH:26]=[C:27]2[C:22](=[CH:23][CH:24]=1)[NH:21][CH:20]=[C:19]2[CH2:18][CH2:17][CH2:16][NH:12][CH:8]1[CH2:7][C:6]2[C:11](=[C:2]([F:1])[CH:3]=[CH:4][C:5]=2[O:13][CH3:14])[O:10][CH2:9]1, predict the reactants needed to synthesize it. The reactants are: [F:1][C:2]1[CH:3]=[CH:4][C:5]([O:13][CH3:14])=[C:6]2[C:11]=1[O:10][CH2:9][CH:8]([NH2:12])[CH2:7]2.Br[CH2:16][CH2:17][CH2:18][C:19]1[C:27]2[C:22](=[CH:23][CH:24]=[C:25]([F:28])[CH:26]=2)[NH:21][CH:20]=1.C(N(CC)CC)C.CO.CCOC(C)=O. (3) Given the product [Br:1][C:2]1[C:3]([O:10][CH3:11])=[C:4]([C:5](=[NH:6])[NH:18][OH:19])[CH:7]=[CH:8][CH:9]=1, predict the reactants needed to synthesize it. The reactants are: [Br:1][C:2]1[C:3]([O:10][CH3:11])=[C:4]([CH:7]=[CH:8][CH:9]=1)[C:5]#[N:6].C(=O)(O)[O-].[Na+].Cl.[NH2:18][OH:19].